From a dataset of Reaction yield outcomes from USPTO patents with 853,638 reactions. Predict the reaction yield, written as a fraction of the theoretical maximum amount of product (1.0 means a 100% yield; for example, 0.34 means a 34% yield). (1) The reactants are [OH-].[Na+].C[O:4][C:5](=[O:22])[CH2:6][CH2:7][C@H:8]1[CH2:12][O:11][C:10]([CH3:14])([CH3:13])[N:9]1[C:15]([O:17][C:18]([CH3:21])([CH3:20])[CH3:19])=[O:16]. No catalyst specified. The product is [C:18]([O:17][C:15]([N:9]1[C@@H:8]([CH2:7][CH2:6][C:5]([OH:22])=[O:4])[CH2:12][O:11][C:10]1([CH3:14])[CH3:13])=[O:16])([CH3:21])([CH3:19])[CH3:20]. The yield is 0.910. (2) The reactants are [N:1]([CH2:4][C@H:5]1[O:9][C:8](=[O:10])[N:7]([C:11]2[CH:16]=[CH:15][C:14]([C:17](O)=[O:18])=[C:13]([F:20])[CH:12]=2)[CH2:6]1)=[N+:2]=[N-:3].F[P-](F)(F)(F)(F)F.[N:28]1(OC(N(C)C)=[N+](C)C)C2N=CC=CC=2N=N1.CCN(C(C)C)C(C)C.[Cl-].[NH4+]. The catalyst is CN(C=O)C. The product is [N:1]([CH2:4][C@H:5]1[O:9][C:8](=[O:10])[N:7]([C:11]2[CH:16]=[CH:15][C:14]([C:17]([NH2:28])=[O:18])=[C:13]([F:20])[CH:12]=2)[CH2:6]1)=[N+:2]=[N-:3]. The yield is 0.910. (3) The reactants are [CH3:1][C:2]1[CH:3]=[C:4]([OH:16])[C:5]([C:9]2[CH:14]=[CH:13][C:12]([CH3:15])=[CH:11][N:10]=2)=[N:6][C:7]=1[CH3:8].Cl[C:18]1[C:27]2[C:22](=[CH:23][C:24]([O:30][CH3:31])=[C:25]([O:28][CH3:29])[CH:26]=2)[N:21]=[CH:20][CH:19]=1.C(=O)([O-])[O-].[Cs+].[Cs+].[F-].[Cs+]. The catalyst is CN(C1C=CN=CC=1)C.O.CS(C)=O. The product is [CH3:29][O:28][C:25]1[CH:26]=[C:27]2[C:22](=[CH:23][C:24]=1[O:30][CH3:31])[N:21]=[CH:20][CH:19]=[C:18]2[O:16][C:4]1[C:5]([C:9]2[CH:14]=[CH:13][C:12]([CH3:15])=[CH:11][N:10]=2)=[N:6][C:7]([CH3:8])=[C:2]([CH3:1])[CH:3]=1. The yield is 0.290. (4) The catalyst is C(O)C. The reactants are [CH:1]1([O:6][C:7](=[O:29])[C@@H:8]([NH:15][C:16]([NH:18][CH2:19][C:20]2[CH:25]=[CH:24][CH:23]=[C:22]([N+:26]([O-])=O)[CH:21]=2)=[O:17])[C:9]2[CH:14]=[CH:13][CH:12]=[CH:11][CH:10]=2)[CH2:5][CH2:4][CH2:3][CH2:2]1. The yield is 0.710. The product is [CH:1]1([O:6][C:7](=[O:29])[C@@H:8]([NH:15][C:16]([NH:18][CH2:19][C:20]2[CH:25]=[CH:24][CH:23]=[C:22]([NH2:26])[CH:21]=2)=[O:17])[C:9]2[CH:10]=[CH:11][CH:12]=[CH:13][CH:14]=2)[CH2:5][CH2:4][CH2:3][CH2:2]1. (5) The reactants are Br[C:2]1[CH:3]=[CH:4][C:5]([F:15])=[C:6]2[C:10]=1[NH:9][CH:8]=[C:7]2[C:11]([O:13][CH3:14])=[O:12].[CH3:16][C:17]1(C)C(C)(C)OB(C=C)O1.O.C([O-])([O-])=O.[Cs+].[Cs+]. The catalyst is O1CCOCC1.C1C=CC(P(C2C=CC=CC=2)[C-]2C=CC=C2)=CC=1.C1C=CC(P(C2C=CC=CC=2)[C-]2C=CC=C2)=CC=1.Cl[Pd]Cl.[Fe+2].ClCCl. The product is [F:15][C:5]1[CH:4]=[CH:3][C:2]([CH:16]=[CH2:17])=[C:10]2[C:6]=1[C:7]([C:11]([O:13][CH3:14])=[O:12])=[CH:8][NH:9]2. The yield is 0.620.